Predict which catalyst facilitates the given reaction. From a dataset of Catalyst prediction with 721,799 reactions and 888 catalyst types from USPTO. (1) Product: [CH2:28]([O:27][C:25](=[O:26])[CH2:24][CH2:23][CH2:22][N:12]1[CH:13]=[C:9]([B:4]2[O:5][C:6]([CH3:7])([CH3:8])[C:2]([CH3:14])([CH3:1])[O:3]2)[CH:10]=[N:11]1)[CH3:29]. The catalyst class is: 9. Reactant: [CH3:1][C:2]1([CH3:14])[C:6]([CH3:8])([CH3:7])[O:5][B:4]([C:9]2[CH:10]=[N:11][NH:12][CH:13]=2)[O:3]1.C(=O)([O-])[O-].[K+].[K+].Br[CH2:22][CH2:23][CH2:24][C:25]([O:27][CH2:28][CH3:29])=[O:26]. (2) Reactant: [CH2:1]([N:3]1[C:8]2[CH:9]=[CH:10][C:11]([O:15][CH3:16])=[C:12]([O:13][CH3:14])[C:7]=2C(=O)O[C:4]1=O)[CH3:2].[CH2:19]([O:21][C:22](=[O:26])/[CH:23]=[CH:24]\[O-:25])[CH3:20].[Na]. Product: [CH2:1]([N:3]1[C:8]2[C:7](=[C:12]([O:13][CH3:14])[C:11]([O:15][CH3:16])=[CH:10][CH:9]=2)[C:24](=[O:25])[C:23]([C:22]([O:21][CH2:19][CH3:20])=[O:26])=[CH:4]1)[CH3:2]. The catalyst class is: 9. (3) Reactant: Br[C:2]1[C:3]([NH2:8])=[N:4][CH:5]=[CH:6][CH:7]=1.[CH:9]1[C:18]2[C:13](=[CH:14][CH:15]=[CH:16][CH:17]=2)[CH:12]=[CH:11][C:10]=1B(O)O.C(=O)([O-])[O-].[Na+].[Na+].O. Product: [CH:17]1[C:18]2[C:13](=[CH:12][CH:11]=[CH:10][CH:9]=2)[CH:14]=[CH:15][C:16]=1[C:2]1[C:3]([NH2:8])=[N:4][CH:5]=[CH:6][CH:7]=1. The catalyst class is: 104. (4) Reactant: C([N:8](CC1C=CC=CC=1)[CH:9]1[CH2:13][CH:12]([C:14]([O:16][CH2:17][CH3:18])=[O:15])[CH:11]([CH3:19])[CH2:10]1)C1C=CC=CC=1. Product: [NH2:8][CH:9]1[CH2:13][CH:12]([C:14]([O:16][CH2:17][CH3:18])=[O:15])[CH:11]([CH3:19])[CH2:10]1. The catalyst class is: 14. (5) Reactant: [F:1][C:2]1([F:18])[CH2:7][CH2:6][C:5]([C:8]([O:10]CC2C=CC=CC=2)=[O:9])=[CH:4][CH2:3]1.[OH-].[Na+].Cl. Product: [F:1][C:2]1([F:18])[CH2:7][CH2:6][C:5]([C:8]([OH:10])=[O:9])=[CH:4][CH2:3]1. The catalyst class is: 92. (6) Reactant: [Cl-].[C:2]([C:4]1[CH:9]=[CH:8][C:7](/[CH:10]=[CH:11]/[CH:12]2[CH2:17][CH2:16][NH2+:15][CH2:14][CH2:13]2)=[CH:6][C:5]=1C)#[N:3].[CH:19](=[O:21])[CH3:20].C(O[BH-](O[C:32](=[O:34])[CH3:33])OC(=O)C)(=O)C.[Na+]. Product: [O:21]=[C:19]1[C:20]2[CH:6]=[CH:5][C:4]([CH2:9][CH2:8][N:15]3[CH2:14][CH2:13][CH:12](/[CH:11]=[CH:10]/[C:7]4[CH:6]=[CH:5][C:4]([C:2]#[N:3])=[CH:9][CH:8]=4)[CH2:17][CH2:16]3)=[CH:2][C:33]=2[CH2:32][O:34]1. The catalyst class is: 2. (7) Reactant: Cl[C:2]1[CH:7]=[CH:6][N:5]=[C:4]([C:8]([O:10][CH2:11][CH3:12])=[O:9])[CH:3]=1.[F:13][C:14]1[CH:15]=[C:16]([OH:23])[CH:17]=[CH:18][C:19]=1[N+:20]([O-:22])=[O:21].ClC1C=CC=CC=1.C(=O)([O-])[O-].[Na+].[Na+]. Product: [F:13][C:14]1[CH:15]=[C:16]([CH:17]=[CH:18][C:19]=1[N+:20]([O-:22])=[O:21])[O:23][C:2]1[CH:7]=[CH:6][N:5]=[C:4]([C:8]([O:10][CH2:11][CH3:12])=[O:9])[CH:3]=1. The catalyst class is: 13. (8) Reactant: [NH2:1][CH2:2][C@@H:3]1[C@@H:11]([C@@:12]2([CH3:21])[CH2:17][CH2:16][C@H:15]([OH:18])[CH2:14][C@@H:13]2[CH2:19][OH:20])[CH2:10][CH2:9][C:8]2[C:7]([CH3:23])([CH3:22])[CH2:6][CH2:5][C:4]1=2.[CH2:24]([N:26]=[C:27]=[O:28])[CH3:25]. Product: [CH2:24]([NH:26][C:27]([NH:1][CH2:2][C@@H:3]1[C@@H:11]([C@@:12]2([CH3:21])[CH2:17][CH2:16][C@H:15]([OH:18])[CH2:14][C@@H:13]2[CH2:19][OH:20])[CH2:10][CH2:9][C:8]2[C:7]([CH3:23])([CH3:22])[CH2:6][CH2:5][C:4]1=2)=[O:28])[CH3:25]. The catalyst class is: 1.